Predict the reactants needed to synthesize the given product. From a dataset of Full USPTO retrosynthesis dataset with 1.9M reactions from patents (1976-2016). (1) Given the product [Br:8][C:6]1[N:7]=[C:2]([N:19]2[CH2:20][CH2:21][CH2:22][N:16]([CH3:15])[CH2:17][CH2:18]2)[C:3]([N:9]2[CH2:14][CH2:13][CH2:12][CH2:11][CH2:10]2)=[N:4][CH:5]=1, predict the reactants needed to synthesize it. The reactants are: Br[C:2]1[C:3]([N:9]2[CH2:14][CH2:13][CH2:12][CH2:11][CH2:10]2)=[N:4][CH:5]=[C:6]([Br:8])[N:7]=1.[CH3:15][N:16]1[CH2:22][CH2:21][CH2:20][NH:19][CH2:18][CH2:17]1. (2) The reactants are: Br[C:2]1[CH:3]=[CH:4][C:5]2[C:6](=[O:23])[N:7]([C:16]3[CH:21]=[CH:20][C:19]([CH3:22])=[CH:18][CH:17]=3)[C:8](=[O:15])[C:9]3[C:14]=2[C:13]=1[CH:12]=[CH:11][CH:10]=3.[OH-].[Na+].[CH2:26]([OH:29])[CH2:27][OH:28]. Given the product [OH:28][CH2:27][CH2:26][O:29][C:2]1[CH:3]=[CH:4][C:5]2[C:6](=[O:23])[N:7]([C:16]3[CH:21]=[CH:20][C:19]([CH3:22])=[CH:18][CH:17]=3)[C:8](=[O:15])[C:9]3[C:14]=2[C:13]=1[CH:12]=[CH:11][CH:10]=3, predict the reactants needed to synthesize it. (3) Given the product [C:1]([N:18]1[CH2:17][CH2:16][N:15]([C:21]2[CH:22]=[CH:23][C:24]([C:27]3[N:28]=[C:29]([O:36][C@@H:37]([C@H:39]4[CH2:43][NH:42][C:41](=[O:44])[CH2:40]4)[CH3:38])[C:30]4[N:31]([N:33]=[CH:34][CH:35]=4)[CH:32]=3)=[CH:25][CH:26]=2)[CH2:20][CH2:19]1)(=[O:3])[CH3:2], predict the reactants needed to synthesize it. The reactants are: [C:1](OC(=O)C)(=[O:3])[CH3:2].FC(F)(F)C(O)=O.[N:15]1([C:21]2[CH:26]=[CH:25][C:24]([C:27]3[N:28]=[C:29]([O:36][C@@H:37]([C@H:39]4[CH2:43][NH:42][C:41](=[O:44])[CH2:40]4)[CH3:38])[C:30]4[N:31]([N:33]=[CH:34][CH:35]=4)[CH:32]=3)=[CH:23][CH:22]=2)[CH2:20][CH2:19][NH:18][CH2:17][CH2:16]1.C(N(CC)CC)C. (4) Given the product [CH3:37][O:36][N:35]([CH3:34])[C:30](=[O:32])[CH2:29][C@H:12]1[CH2:11][N:10]([S:7]([C:3]2[S:2][CH:6]=[CH:5][CH:4]=2)(=[O:8])=[O:9])[CH2:15][CH2:14][N:13]1[C:16]1[CH:17]=[CH:18][C:19]([C:22]([OH:28])([CH3:27])[C:23]([F:25])([F:26])[F:24])=[CH:20][CH:21]=1, predict the reactants needed to synthesize it. The reactants are: Cl.[S:2]1[CH:6]=[CH:5][CH:4]=[C:3]1[S:7]([N:10]1[CH2:15][CH2:14][N:13]([C:16]2[CH:21]=[CH:20][C:19]([C:22]([OH:28])([CH3:27])[C:23]([F:26])([F:25])[F:24])=[CH:18][CH:17]=2)[C@@H:12]([CH2:29][C:30]([OH:32])=O)[CH2:11]1)(=[O:9])=[O:8].Cl.[CH3:34][NH:35][O:36][CH3:37].CCN(C(C)C)C(C)C.CN(C(ON1N=NC2C=CC=NC1=2)=[N+](C)C)C.F[P-](F)(F)(F)(F)F.